Task: Predict the product of the given reaction.. Dataset: Forward reaction prediction with 1.9M reactions from USPTO patents (1976-2016) (1) Given the reactants Cl[C:2]1[C:7]([N+:8]([O-:10])=[O:9])=[CH:6][C:5]([C:11]([F:14])([F:13])[F:12])=[CH:4][C:3]=1[N+:15]([O-:17])=[O:16].C[O-].[Na+].C[CH2:22][O:23]C(C)=O, predict the reaction product. The product is: [CH3:22][O:23][C:2]1[C:7]([N+:8]([O-:10])=[O:9])=[CH:6][C:5]([C:11]([F:14])([F:13])[F:12])=[CH:4][C:3]=1[N+:15]([O-:17])=[O:16]. (2) Given the reactants [OH:1][CH:2]([CH2:9][CH3:10])[CH:3]([N+:6]([O-:8])=[O:7])[CH2:4][CH3:5].[C:11](OC(=O)C)(=[O:13])[CH3:12], predict the reaction product. The product is: [C:11]([O:1][CH:2]([CH2:9][CH3:10])[CH:3]([N+:6]([O-:8])=[O:7])[CH2:4][CH3:5])(=[O:13])[CH3:12]. (3) Given the reactants [CH:1]1([NH:4][C:5]([C:7]2[CH:8]=[C:9]([F:17])[C:10]([CH3:16])=[C:11](B(O)O)[CH:12]=2)=[O:6])[CH2:3][CH2:2]1.[OH-:18].[Na+].[CH:20]([OH:23])([CH3:22])[CH3:21], predict the reaction product. The product is: [CH:1]1([NH:4][C:5]([C:7]2[CH:8]=[C:9]([F:17])[C:10]([CH3:16])=[C:11]([C:21]3[CH:11]=[CH:12][C:7]([C:5]([OH:6])=[O:18])=[CH:22][C:20]=3[O:23][CH2:2][CH2:1][CH3:3])[CH:12]=2)=[O:6])[CH2:3][CH2:2]1. (4) The product is: [Cl:27][C:19]1[CH:18]=[C:17]([NH:16][C:1]([N:39]2[CH2:40][CH2:41][N:36]([CH2:35][CH:31]3[CH2:32][CH2:33][CH2:34][N:29]([CH3:28])[CH2:30]3)[CH2:37][CH2:38]2)=[O:2])[CH:22]=[CH:21][C:20]=1[C:23]([F:24])([F:25])[F:26]. Given the reactants [C:1](OC(OC(C)(C)C)=O)(OC(C)(C)C)=[O:2].[NH2:16][C:17]1[CH:22]=[CH:21][C:20]([C:23]([F:26])([F:25])[F:24])=[C:19]([Cl:27])[CH:18]=1.[CH3:28][N:29]1[CH2:34][CH2:33][CH2:32][CH:31]([CH2:35][N:36]2[CH2:41][CH2:40][NH:39][CH2:38][CH2:37]2)[CH2:30]1, predict the reaction product. (5) The product is: [N-:1]([S:2]([C:5]([C:8]([F:11])([F:9])[F:10])([F:6])[F:7])(=[O:3])=[O:4])[S:12]([C:15]([C:18]([F:21])([F:20])[F:19])([F:17])[F:16])(=[O:14])=[O:13].[O:23]=[C:24]1[CH2:28][CH2:27][CH2:26][S+:25]1[CH2:29][CH2:30][C:31]1[CH:36]=[CH:35][CH:34]=[CH:33][CH:32]=1. Given the reactants [N-:1]([S:12]([C:15]([C:18]([F:21])([F:20])[F:19])([F:17])[F:16])(=[O:14])=[O:13])[S:2]([C:5]([C:8]([F:11])([F:10])[F:9])([F:7])[F:6])(=[O:4])=[O:3].[Br-].[O:23]=[C:24]1[CH2:28][CH2:27][CH2:26][S+:25]1[CH2:29][CH2:30][C:31]1[CH:36]=[CH:35][CH:34]=[CH:33][CH:32]=1, predict the reaction product. (6) Given the reactants [CH3:1][O:2][CH2:3][C:4](=O)[CH2:5][C:6](=O)[CH3:7].[C:10]([CH2:12][C:13]([NH2:15])=[O:14])#[N:11].N1CCCCC1, predict the reaction product. The product is: [CH3:7][C:6]1[NH:15][C:13](=[O:14])[C:12]([C:10]#[N:11])=[C:4]([CH2:3][O:2][CH3:1])[CH:5]=1. (7) Given the reactants [N-:1]=[N+:2]=[N-:3].C([N+](CCCC)(CCCC)CCCC)CCC.[CH:21]([C@@H:24]1[CH2:28][C@@H:27]([C@H:29](Br)[CH2:30][C@H:31]([C:35]([N:37]2[C@@H:41]([CH2:42][C:43]3[CH:48]=[CH:47][CH:46]=[CH:45][CH:44]=3)[CH2:40][O:39][C:38]2=[O:49])=[O:36])[CH:32]([CH3:34])[CH3:33])[O:26][C:25]1=[O:51])([CH3:23])[CH3:22].[N-]=[N+]=[N-], predict the reaction product. The product is: [CH:21]([C@@H:24]1[CH2:28][C@@H:27]([C@@H:29]([N:1]=[N+:2]=[N-:3])[CH2:30][C@H:31]([C:35]([N:37]2[C@@H:41]([CH2:42][C:43]3[CH:48]=[CH:47][CH:46]=[CH:45][CH:44]=3)[CH2:40][O:39][C:38]2=[O:49])=[O:36])[CH:32]([CH3:34])[CH3:33])[O:26][C:25]1=[O:51])([CH3:22])[CH3:23]. (8) The product is: [NH2:1][C@H:2]([C:7]([O-:9])=[O:8])[CH2:3][C:4]([O-:6])=[O:5].[Na+:11].[Na+:11]. Given the reactants [NH2:1][C@H:2]([C:7]([OH:9])=[O:8])[CH2:3][C:4]([OH:6])=[O:5].[OH-].[Na+:11], predict the reaction product.